Dataset: Full USPTO retrosynthesis dataset with 1.9M reactions from patents (1976-2016). Task: Predict the reactants needed to synthesize the given product. (1) Given the product [Cl:1][C:2]1[CH:7]=[C:6]([O:8][C:9]2[C:10]([CH3:16])=[N:11][CH:12]=[CH:13][CH:14]=2)[CH:5]=[CH:4][N:3]=1, predict the reactants needed to synthesize it. The reactants are: [Cl:1][C:2]1[CH:7]=[C:6]([O:8][C:9]2[C:10]([CH3:16])=[N:11][C:12](C)=[CH:13][CH:14]=2)[CH:5]=[CH:4][N:3]=1.ClC1C=C(Cl)C=CN=1.CC1C(O)=CC=CN=1. (2) Given the product [CH2:1]([O:8][C:9](=[O:32])[CH2:10][C@@H:11]([N:24]1[CH:59]=[CH:64][C:63]([C:62]2[CH:61]=[CH:60][C:46]([C:45]3[CH:48]=[CH:40][N:41]=[CH:42][CH:43]=3)=[CH:35][CH:34]=2)=[CH:25]1)[C:12]([NH:14][C@H:15]([C:20](=[O:23])[NH:21][CH3:22])[C:16]([CH3:19])([CH3:17])[CH3:18])=[O:13])[C:2]1[CH:7]=[CH:6][CH:5]=[CH:4][CH:3]=1, predict the reactants needed to synthesize it. The reactants are: [CH2:1]([O:8][C:9](=[O:32])[CH2:10][C@@H:11]([NH:24][C:25](OC(C)(C)C)=O)[C:12]([NH:14][C@H:15]([C:20](=[O:23])[NH:21][CH3:22])[C:16]([CH3:19])([CH3:18])[CH3:17])=[O:13])[C:2]1[CH:7]=[CH:6][CH:5]=[CH:4][CH:3]=1.F[C:34](F)(F)[C:35](O)=O.[CH3:40][NH:41][C:42](=O)[C@H:43]([C:45]([CH3:48])(C)[CH3:46])N.CN(C(ON1N=N[C:60]2[CH:61]=[CH:62][CH:63]=[CH:64][C:59]1=2)=[N+](C)C)C.[B-](F)(F)(F)F. (3) Given the product [CH2:1]([C:8]1[CH:13]=[C:12]([Cl:14])[CH:11]=[CH:10][C:9]=1[O:15][CH2:17][C:18](=[O:20])[CH3:19])[C:2]1[CH:3]=[CH:4][CH:5]=[CH:6][CH:7]=1, predict the reactants needed to synthesize it. The reactants are: [CH2:1]([C:8]1[CH:13]=[C:12]([Cl:14])[CH:11]=[CH:10][C:9]=1[OH:15])[C:2]1[CH:7]=[CH:6][CH:5]=[CH:4][CH:3]=1.Cl[CH2:17][C:18](=[O:20])[CH3:19].C(=O)([O-])[O-].[K+].[K+].[I-].[K+].